Dataset: Forward reaction prediction with 1.9M reactions from USPTO patents (1976-2016). Task: Predict the product of the given reaction. (1) Given the reactants [Cr](Cl)([O-])(=O)=O.[NH+]1C=CC=CC=1.[Br:12][C:13]1[CH:14]=[C:15]([CH2:19][OH:20])[CH:16]=[N:17][CH:18]=1.C(OCC)C, predict the reaction product. The product is: [Br:12][C:13]1[CH:14]=[C:15]([CH:19]=[O:20])[CH:16]=[N:17][CH:18]=1. (2) Given the reactants C(OC([N:8]1[CH2:12][C@@H:11]([CH2:13][O:14][C:15]2[CH:20]=[CH:19][CH:18]=[C:17]([Cl:21])[CH:16]=2)[CH2:10][C@H:9]1[C:22]([O:24]C(C)(C)C)=[O:23])=O)(C)(C)C, predict the reaction product. The product is: [Cl:21][C:17]1[CH:16]=[C:15]([CH:20]=[CH:19][CH:18]=1)[O:14][CH2:13][C@@H:11]1[CH2:12][NH:8][C@H:9]([C:22]([OH:24])=[O:23])[CH2:10]1.